This data is from Catalyst prediction with 721,799 reactions and 888 catalyst types from USPTO. The task is: Predict which catalyst facilitates the given reaction. Reactant: [NH2:1][C:2]1[CH:10]=[CH:9][CH:8]=[C:7]2[C:3]=1[CH:4]=[CH:5][N:6]2[C:11]([C:19]1[CH:24]=[CH:23][C:22]([Cl:25])=[CH:21][CH:20]=1)([CH2:16][CH2:17][F:18])[C:12]([O:14][CH3:15])=[O:13].CN1CCOCC1.[CH3:33][S:34](Cl)(=[O:36])=[O:35]. Product: [Cl:25][C:22]1[CH:21]=[CH:20][C:19]([C:11]([N:6]2[C:7]3[C:3](=[C:2]([NH:1][S:34]([CH3:33])(=[O:36])=[O:35])[CH:10]=[CH:9][CH:8]=3)[CH:4]=[CH:5]2)([CH2:16][CH2:17][F:18])[C:12]([O:14][CH3:15])=[O:13])=[CH:24][CH:23]=1. The catalyst class is: 2.